Dataset: NCI-60 drug combinations with 297,098 pairs across 59 cell lines. Task: Regression. Given two drug SMILES strings and cell line genomic features, predict the synergy score measuring deviation from expected non-interaction effect. (1) Drug 1: CC1=C(C(CCC1)(C)C)C=CC(=CC=CC(=CC(=O)O)C)C. Drug 2: C1CC(=O)NC(=O)C1N2C(=O)C3=CC=CC=C3C2=O. Cell line: BT-549. Synergy scores: CSS=-2.56, Synergy_ZIP=1.93, Synergy_Bliss=-1.65, Synergy_Loewe=-4.89, Synergy_HSA=-6.59. (2) Drug 1: CC12CCC(CC1=CCC3C2CCC4(C3CC=C4C5=CN=CC=C5)C)O. Drug 2: C1CN1P(=S)(N2CC2)N3CC3. Cell line: CAKI-1. Synergy scores: CSS=11.1, Synergy_ZIP=-6.62, Synergy_Bliss=-0.447, Synergy_Loewe=-8.35, Synergy_HSA=1.14. (3) Drug 1: CC12CCC3C(C1CCC2NC(=O)OCC(F)(F)F)CCC4C3(C=CC(=O)N4C)C. Drug 2: CC1OCC2C(O1)C(C(C(O2)OC3C4COC(=O)C4C(C5=CC6=C(C=C35)OCO6)C7=CC(=C(C(=C7)OC)O)OC)O)O. Cell line: T-47D. Synergy scores: CSS=35.2, Synergy_ZIP=5.10, Synergy_Bliss=6.59, Synergy_Loewe=4.04, Synergy_HSA=7.18. (4) Drug 1: CN(C)N=NC1=C(NC=N1)C(=O)N. Drug 2: CCC1=C2CN3C(=CC4=C(C3=O)COC(=O)C4(CC)O)C2=NC5=C1C=C(C=C5)O. Cell line: HOP-62. Synergy scores: CSS=25.6, Synergy_ZIP=0.881, Synergy_Bliss=4.31, Synergy_Loewe=-50.9, Synergy_HSA=1.63. (5) Drug 1: CC1=C(C=C(C=C1)C(=O)NC2=CC(=CC(=C2)C(F)(F)F)N3C=C(N=C3)C)NC4=NC=CC(=N4)C5=CN=CC=C5. Drug 2: CC(C)(C#N)C1=CC(=CC(=C1)CN2C=NC=N2)C(C)(C)C#N. Cell line: NCI-H522. Synergy scores: CSS=0.114, Synergy_ZIP=-0.151, Synergy_Bliss=-0.397, Synergy_Loewe=-0.614, Synergy_HSA=-0.740. (6) Drug 1: CCC1(CC2CC(C3=C(CCN(C2)C1)C4=CC=CC=C4N3)(C5=C(C=C6C(=C5)C78CCN9C7C(C=CC9)(C(C(C8N6C)(C(=O)OC)O)OC(=O)C)CC)OC)C(=O)OC)O.OS(=O)(=O)O. Drug 2: C1=NC2=C(N1)C(=S)N=CN2. Cell line: COLO 205. Synergy scores: CSS=29.3, Synergy_ZIP=-5.59, Synergy_Bliss=-2.84, Synergy_Loewe=-2.33, Synergy_HSA=-2.18. (7) Drug 1: C1=NC2=C(N1)C(=S)N=C(N2)N. Drug 2: CCC(=C(C1=CC=CC=C1)C2=CC=C(C=C2)OCCN(C)C)C3=CC=CC=C3.C(C(=O)O)C(CC(=O)O)(C(=O)O)O. Cell line: SF-539. Synergy scores: CSS=27.6, Synergy_ZIP=1.64, Synergy_Bliss=1.36, Synergy_Loewe=-6.92, Synergy_HSA=1.66.